This data is from CYP2C9 inhibition data for predicting drug metabolism from PubChem BioAssay. The task is: Regression/Classification. Given a drug SMILES string, predict its absorption, distribution, metabolism, or excretion properties. Task type varies by dataset: regression for continuous measurements (e.g., permeability, clearance, half-life) or binary classification for categorical outcomes (e.g., BBB penetration, CYP inhibition). Dataset: cyp2c9_veith. (1) The drug is CCCN1CCN(CCCNC(=O)Cn2nc(-c3ccc(C)cc3)ccc2=O)CC1. The result is 0 (non-inhibitor). (2) The drug is CCOC(=O)C1=C(C)N=C2SC(C(=O)OC)=CC(=O)N2C1c1cccc(OC)c1. The result is 1 (inhibitor). (3) The molecule is COCCn1c(=O)cnc2cnc(N3CCNCC3)nc21. The result is 0 (non-inhibitor). (4) The molecule is Cc1ccc(CNC(=O)[C@H](C)[C@@H]2C[C@@]2(C)[C@@H](NC(=O)OCc2ccccc2)c2ccccc2)o1. The result is 1 (inhibitor). (5) The drug is COCCn1c(=O)c(-c2cccs2)nc2cnc(N3CCOCC3)nc21. The result is 0 (non-inhibitor). (6) The molecule is c1ccc(N2CCC3(CCNCC3)CC2)cc1. The result is 0 (non-inhibitor). (7) The drug is COc1ccc(CCNC[C@H](O)c2ccc(O)cc2)cc1OC. The result is 0 (non-inhibitor). (8) The molecule is CCNc1ncc2nc(-c3cc(F)cc(F)c3)c(=O)n(CCC#N)c2n1. The result is 0 (non-inhibitor). (9) The drug is CCCn1nnnc1-c1cc(Cl)cc(Cl)c1. The result is 0 (non-inhibitor).